This data is from Forward reaction prediction with 1.9M reactions from USPTO patents (1976-2016). The task is: Predict the product of the given reaction. (1) Given the reactants [C:1]([O:5][C:6]([NH:8][CH2:9][C:10]1[CH:34]=[CH:33][C:13]([O:14][C:15]2[CH:16]=[C:17]([CH:21]=[C:22]([O:24][C:25]3[CH:30]=[CH:29][C:28]([C:31]#[N:32])=[CH:27][CH:26]=3)[CH:23]=2)[C:18]([OH:20])=[O:19])=[CH:12][CH:11]=1)=[O:7])([CH3:4])([CH3:3])[CH3:2].[CH2:35]([O:42][C:43](=[O:52])[NH:44][CH:45]1[CH2:50][CH2:49][CH:48](O)[CH2:47][CH2:46]1)[C:36]1[CH:41]=[CH:40][CH:39]=[CH:38][CH:37]=1, predict the reaction product. The product is: [CH2:35]([O:42][C:43]([NH:44][CH:45]1[CH2:50][CH2:49][CH:48]([O:19][C:18](=[O:20])[C:17]2[CH:21]=[C:22]([O:24][C:25]3[CH:26]=[CH:27][C:28]([C:31]#[N:32])=[CH:29][CH:30]=3)[CH:23]=[C:15]([O:14][C:13]3[CH:33]=[CH:34][C:10]([CH2:9][NH:8][C:6]([O:5][C:1]([CH3:4])([CH3:2])[CH3:3])=[O:7])=[CH:11][CH:12]=3)[CH:16]=2)[CH2:47][CH2:46]1)=[O:52])[C:36]1[CH:41]=[CH:40][CH:39]=[CH:38][CH:37]=1. (2) Given the reactants [C:1]([C:3]12[CH2:10][C:7]([NH:11][C:12](=[O:18])[O:13][C:14]([CH3:17])([CH3:16])[CH3:15])([CH2:8][CH2:9]1)[CH2:6][CH2:5][CH2:4]2)#[CH:2].Cl[C:20]1[CH:25]=[CH:24][CH:23]=[CH:22][N:21]=1, predict the reaction product. The product is: [N:21]1[CH:22]=[CH:23][CH:24]=[CH:25][C:20]=1[C:2]#[C:1][C:3]12[CH2:10][C:7]([NH:11][C:12](=[O:18])[O:13][C:14]([CH3:15])([CH3:17])[CH3:16])([CH2:8][CH2:9]1)[CH2:6][CH2:5][CH2:4]2. (3) The product is: [C:8]1([S:14]([C:2]2[CH:7]=[CH:6][CH:5]=[CH:4][N:3]=2)(=[O:16])=[O:28])[CH:13]=[CH:12][CH:11]=[CH:10][CH:9]=1. Given the reactants Cl[C:2]1[CH:7]=[CH:6][CH:5]=[CH:4][N:3]=1.[C:8]1([SH:14])[CH:13]=[CH:12][CH:11]=[CH:10][CH:9]=1.C([O-])([O-])=[O:16].[K+].[K+].C(O)(=O)C.[O-]Cl.[Na+].[OH-:28].[Na+], predict the reaction product.